The task is: Predict the product of the given reaction.. This data is from Forward reaction prediction with 1.9M reactions from USPTO patents (1976-2016). Given the reactants [CH2:1]([C@@:4]1([CH2:31][CH3:32])[CH2:9][C@H:8]([C:10]2[CH:15]=[CH:14][CH:13]=[C:12]([Cl:16])[CH:11]=2)[C@@H:7]([C:17]2[CH:22]=[CH:21][C:20]([Cl:23])=[CH:19][CH:18]=2)[N:6]([C@@H:24]([CH:27]2[CH2:29][CH2:28]2)[CH2:25]O)[C:5]1=[O:30])[CH:2]=[CH2:3].[CH:33]1([S:36]([NH2:39])(=[O:38])=[O:37])[CH2:35][CH2:34]1, predict the reaction product. The product is: [CH2:1]([C@@:4]1([CH2:31][CH3:32])[CH2:9][C@H:8]([C:10]2[CH:15]=[CH:14][CH:13]=[C:12]([Cl:16])[CH:11]=2)[C@@H:7]([C:17]2[CH:22]=[CH:21][C:20]([Cl:23])=[CH:19][CH:18]=2)[N:6]([C@@H:24]([CH:27]2[CH2:29][CH2:28]2)[CH2:25][NH:39][S:36]([CH:33]2[CH2:35][CH2:34]2)(=[O:38])=[O:37])[C:5]1=[O:30])[CH:2]=[CH2:3].